From a dataset of NCI-60 drug combinations with 297,098 pairs across 59 cell lines. Regression. Given two drug SMILES strings and cell line genomic features, predict the synergy score measuring deviation from expected non-interaction effect. (1) Drug 1: CS(=O)(=O)C1=CC(=C(C=C1)C(=O)NC2=CC(=C(C=C2)Cl)C3=CC=CC=N3)Cl. Drug 2: COC1=C2C(=CC3=C1OC=C3)C=CC(=O)O2. Cell line: OVCAR-4. Synergy scores: CSS=3.93, Synergy_ZIP=4.06, Synergy_Bliss=0.782, Synergy_Loewe=0.342, Synergy_HSA=0.176. (2) Drug 1: C1CCC(CC1)NC(=O)N(CCCl)N=O. Drug 2: C(=O)(N)NO. Cell line: SF-295. Synergy scores: CSS=37.4, Synergy_ZIP=-5.09, Synergy_Bliss=-0.413, Synergy_Loewe=-4.31, Synergy_HSA=2.33. (3) Drug 1: C1=CN(C(=O)N=C1N)C2C(C(C(O2)CO)O)O.Cl. Drug 2: CC12CCC3C(C1CCC2OP(=O)(O)O)CCC4=C3C=CC(=C4)OC(=O)N(CCCl)CCCl.[Na+]. Cell line: U251. Synergy scores: CSS=20.3, Synergy_ZIP=-4.20, Synergy_Bliss=1.01, Synergy_Loewe=-13.7, Synergy_HSA=1.95. (4) Drug 1: CCCCC(=O)OCC(=O)C1(CC(C2=C(C1)C(=C3C(=C2O)C(=O)C4=C(C3=O)C=CC=C4OC)O)OC5CC(C(C(O5)C)O)NC(=O)C(F)(F)F)O. Drug 2: C(CCl)NC(=O)N(CCCl)N=O. Cell line: OVCAR-5. Synergy scores: CSS=29.1, Synergy_ZIP=0.240, Synergy_Bliss=-3.40, Synergy_Loewe=-11.9, Synergy_HSA=-3.46.